From a dataset of Reaction yield outcomes from USPTO patents with 853,638 reactions. Predict the reaction yield, written as a fraction of the theoretical maximum amount of product (1.0 means a 100% yield; for example, 0.34 means a 34% yield). (1) The reactants are [NH2:1][C:2]1[CH:7]=[C:6]([F:8])[C:5]([C:9]([CH3:15])([CH3:14])[C:10]([O:12][CH3:13])=[O:11])=[C:4]([F:16])[CH:3]=1.Cl[CH2:18][C:19]1[CH:24]=[CH:23][C:22]([O:25][CH3:26])=[CH:21][CH:20]=1.[H-].[Na+].[Cl-].[NH4+]. The catalyst is CN(C=O)C. The product is [CH3:26][O:25][C:22]1[CH:23]=[CH:24][C:19]([CH2:18][N:1]([CH2:18][C:19]2[CH:24]=[CH:23][C:22]([O:25][CH3:26])=[CH:21][CH:20]=2)[C:2]2[CH:3]=[C:4]([F:16])[C:5]([C:9]([CH3:14])([CH3:15])[C:10]([O:12][CH3:13])=[O:11])=[C:6]([F:8])[CH:7]=2)=[CH:20][CH:21]=1. The yield is 0.431. (2) The reactants are Br[C:2]1[C:7]([F:8])=[CH:6][C:5]([N:9]([C:14]2[C:33]([CH:34]3[CH2:36][CH2:35]3)=[CH:32][C:17]3[C:18]([C:28]([NH:30][CH3:31])=[O:29])=[C:19]([C:21]4[CH:26]=[CH:25][C:24]([F:27])=[CH:23][CH:22]=4)[O:20][C:16]=3[CH:15]=2)[S:10]([CH3:13])(=[O:12])=[O:11])=[CH:4][C:3]=1[F:37].C([O-])(=O)C.[K+].[B:43]1(B2OC(C)(C)C(C)(C)O2)[O:47]C(C)(C)C(C)(C)[O:44]1. The catalyst is O1CCOCC1.CCOC(C)=O.O.C1C=CC(P(C2C=CC=CC=2)[C-]2C=CC=C2)=CC=1.C1C=CC(P(C2C=CC=CC=2)[C-]2C=CC=C2)=CC=1.Cl[Pd]Cl.[Fe+2].C(Cl)Cl. The product is [CH:34]1([C:33]2[C:14]([N:9]([C:5]3[CH:4]=[C:3]([F:37])[C:2]([B:43]([OH:47])[OH:44])=[C:7]([F:8])[CH:6]=3)[S:10]([CH3:13])(=[O:11])=[O:12])=[CH:15][C:16]3[O:20][C:19]([C:21]4[CH:26]=[CH:25][C:24]([F:27])=[CH:23][CH:22]=4)=[C:18]([C:28](=[O:29])[NH:30][CH3:31])[C:17]=3[CH:32]=2)[CH2:36][CH2:35]1. The yield is 0.190. (3) The reactants are O[CH2:2][C:3]1[N:8]=[C:7]([C:9]#[N:10])[CH:6]=[CH:5][C:4]=1[CH3:11].S(Cl)([Cl:14])=O. The catalyst is ClCCl. The product is [Cl:14][CH2:2][C:3]1[N:8]=[C:7]([C:9]#[N:10])[CH:6]=[CH:5][C:4]=1[CH3:11]. The yield is 0.990. (4) The reactants are [NH2:1][CH:2]1[CH:13]([OH:14])[CH2:12][C@@H:11]([CH3:15])[C:10](=[O:16])[O:9][CH2:8][C@@H:7]([C:17]2[CH:22]=[CH:21][CH:20]=[CH:19][CH:18]=2)[NH:6][C:5](=[O:23])[CH2:4][CH2:3]1.N1([C:29](N2C=CN=C2)=[O:30])C=CN=C1.CCN(C(C)C)C(C)C. The catalyst is C(Cl)Cl. The yield is 0.370. The product is [CH3:15][C@H:11]1[C:10](=[O:16])[O:9][CH2:8][C@@H:7]([C:17]2[CH:18]=[CH:19][CH:20]=[CH:21][CH:22]=2)[NH:6][C:5](=[O:23])[CH2:4][CH2:3][CH:2]2[NH:1][C:29](=[O:30])[O:14][CH:13]2[CH2:12]1. (5) The reactants are [CH3:1][O:2][C:3](=[O:14])[CH:4](Br)[C:5]1[CH:10]=[CH:9][CH:8]=[C:7]([O:11][CH3:12])[CH:6]=1.[C:15]([O:19][C:20](=[O:25])[NH:21][CH2:22][CH2:23][NH2:24])([CH3:18])([CH3:17])[CH3:16].C([O-])([O-])=O.[K+].[K+]. The catalyst is C1COCC1. The product is [CH3:1][O:2][C:3](=[O:14])[CH:4]([NH:24][CH2:23][CH2:22][NH:21][C:20]([O:19][C:15]([CH3:18])([CH3:17])[CH3:16])=[O:25])[C:5]1[CH:10]=[CH:9][CH:8]=[C:7]([O:11][CH3:12])[CH:6]=1. The yield is 0.530. (6) The catalyst is C(OCC)(=O)C.O. The yield is 0.750. The reactants are Cl[CH2:2][CH2:3][N:4]1[C:13]2[C:8](=[C:9]([F:18])[CH:10]=[CH:11][C:12]=2[O:14][CH2:15][CH2:16][CH3:17])[C:7](=[O:19])[C:6]([C:20]2[CH:25]=[CH:24][C:23]([O:26][CH3:27])=[CH:22][CH:21]=2)=[CH:5]1.[SH:28][CH2:29][CH2:30][C:31]([O:33][CH3:34])=[O:32].[I-].[Na+].CN(C=O)C. The product is [F:18][C:9]1[CH:10]=[CH:11][C:12]([O:14][CH2:15][CH2:16][CH3:17])=[C:13]2[C:8]=1[C:7](=[O:19])[C:6]([C:20]1[CH:25]=[CH:24][C:23]([O:26][CH3:27])=[CH:22][CH:21]=1)=[CH:5][N:4]2[CH2:3][CH2:2][S:28][CH2:29][CH2:30][C:31]([O:33][CH3:34])=[O:32]. (7) The catalyst is C1COCC1. The yield is 0.600. The reactants are [CH3:1][O:2][C:3]1[CH:27]=[CH:26][C:6]([CH2:7][C:8]2[N:12]3[C:13](=[O:25])[C:14]4[NH:15][CH:16]=[N:17][C:18]=4[N:19]([CH2:20][CH2:21][CH2:22][CH2:23][CH3:24])[C:11]3=[N:10][N:9]=2)=[CH:5][CH:4]=1.[Br:28]N1C(=O)CCC1=O. The product is [Br:28][C:16]1[NH:15][C:14]2[C:13](=[O:25])[N:12]3[C:8]([CH2:7][C:6]4[CH:5]=[CH:4][C:3]([O:2][CH3:1])=[CH:27][CH:26]=4)=[N:9][N:10]=[C:11]3[N:19]([CH2:20][CH2:21][CH2:22][CH2:23][CH3:24])[C:18]=2[N:17]=1.